Dataset: HIV replication inhibition screening data with 41,000+ compounds from the AIDS Antiviral Screen. Task: Binary Classification. Given a drug SMILES string, predict its activity (active/inactive) in a high-throughput screening assay against a specified biological target. (1) The molecule is COc1ccc(-c2cc(=O)c3c(OC)c(O)c(OC)cc3o2)cc1. The result is 0 (inactive). (2) The drug is O=C1C(=Cc2cccc([N+](=O)[O-])c2)Sc2scc(-c3ccc([N+](=O)[O-])cc3)[n+]21.[Br-]. The result is 0 (inactive). (3) The drug is COc1ccc(C(=O)N=C2N(c3ccccc3)C(=Nc3ccccc3)C(=Nc3ccccc3)N2c2ccccc2)cc1. The result is 0 (inactive). (4) The compound is CCOC(=O)C1(C(=O)OCC)CSC1. The result is 0 (inactive).